Dataset: Full USPTO retrosynthesis dataset with 1.9M reactions from patents (1976-2016). Task: Predict the reactants needed to synthesize the given product. (1) Given the product [C:14]([O:13][C@@H:9]1[C@@H:8]([O:17][C:18](=[O:19])[CH3:20])[C@@H:7]([O:21][C:22](=[O:23])[CH3:24])[C@@H:6]([CH2:5][O:4][C:2](=[O:3])[CH3:1])[O:11][C@H:10]1[O:34][CH2:33][C:30]1[CH:29]=[CH:28][C:27]([O:26][CH3:25])=[CH:32][CH:31]=1)(=[O:15])[CH3:16], predict the reactants needed to synthesize it. The reactants are: [CH3:1][C:2]([O:4][CH2:5][C@H:6]1[O:11][C@H:10](Br)[C@H:9]([O:13][C:14]([CH3:16])=[O:15])[C@@H:8]([O:17][C:18]([CH3:20])=[O:19])[C@H:7]1[O:21][C:22]([CH3:24])=[O:23])=[O:3].[CH3:25][O:26][C:27]1[CH:28]=[CH:29][C:30]([CH2:33][OH:34])=[CH:31][CH:32]=1. (2) The reactants are: [Cl:1][C:2]1[CH:3]=[C:4]([CH:9]=[CH:10][C:11]=1[CH:12]=O)[C:5]([O:7][CH3:8])=[O:6].[NH2:14][CH2:15][CH2:16][C:17]1[C:25]2[C:20](=[CH:21][CH:22]=[CH:23][CH:24]=2)[NH:19][CH:18]=1.[CH3:26][C:27]([CH2:29][C:30]([C:32](OC)=[O:33])=[O:31])=[O:28]. Given the product [NH:19]1[C:20]2[C:25](=[CH:24][CH:23]=[CH:22][CH:21]=2)[C:17]([CH2:16][CH2:15][N:14]2[C:32](=[O:33])[C:30]([OH:31])=[C:29]([C:27](=[O:28])[CH3:26])[CH:12]2[C:11]2[CH:10]=[CH:9][C:4]([C:5]([O:7][CH3:8])=[O:6])=[CH:3][C:2]=2[Cl:1])=[CH:18]1, predict the reactants needed to synthesize it. (3) Given the product [F:31][C:28]1[CH:27]=[CH:26][C:25]([CH2:24][N:20]2[C@@H:21]([CH3:23])[CH2:22][N:17]([C:15](=[O:16])[CH2:14][CH2:13][C:7]3[CH:8]=[CH:9][C:10]([CH3:12])=[CH:11][C:6]=3[O:5][CH2:4][C:3]([OH:33])=[O:2])[C@H:18]([CH3:32])[CH2:19]2)=[CH:30][CH:29]=1, predict the reactants needed to synthesize it. The reactants are: C[O:2][C:3](=[O:33])[CH2:4][O:5][C:6]1[CH:11]=[C:10]([CH3:12])[CH:9]=[CH:8][C:7]=1[CH2:13][CH2:14][C:15]([N:17]1[CH2:22][C@H:21]([CH3:23])[N:20]([CH2:24][C:25]2[CH:30]=[CH:29][C:28]([F:31])=[CH:27][CH:26]=2)[CH2:19][C@H:18]1[CH3:32])=[O:16].O1CCCC1.CO.O.[OH-].[Li+]. (4) Given the product [C:1]([CH2:3][C:4]([NH:14][C:15]1[CH:16]=[CH:17][CH:18]=[CH:8][C:7]=1[OH:11])=[O:6])#[N:2], predict the reactants needed to synthesize it. The reactants are: [C:1]([CH2:3][C:4]([OH:6])=O)#[N:2].[C:7](Cl)(=[O:11])[C:8](Cl)=O.O[NH:14][C:15]1C=C[CH:18]=[CH:17][CH:16]=1. (5) Given the product [Cl:1][C:2]1[CH:7]=[CH:6][C:5]([S:8]([NH:11][C:15]2[C:16]([C:22](=[O:30])[C:23]3[CH:28]=[CH:27][CH:26]=[CH:25][C:24]=3[Cl:29])=[N:17][CH:18]=[C:19]([CH3:21])[CH:20]=2)(=[O:10])=[O:9])=[CH:4][C:3]=1[C:31]([F:32])([F:34])[F:33], predict the reactants needed to synthesize it. The reactants are: [Cl:1][C:2]1[CH:7]=[CH:6][C:5]([S:8]([N:11]([C:15]2[C:16]([C:22](=[O:30])[C:23]3[CH:28]=[CH:27][CH:26]=[CH:25][C:24]=3[Cl:29])=[N:17][CH:18]=[C:19]([CH3:21])[CH:20]=2)COC)(=[O:10])=[O:9])=[CH:4][C:3]=1[C:31]([F:34])([F:33])[F:32].O. (6) Given the product [CH:13]1[C:14]2[C:19](=[CH:18][CH:17]=[CH:16][CH:15]=2)[CH:20]=[CH:21][C:12]=1[CH:7]1[CH2:6][CH:5]2[N:4]([CH2:3][CH2:2][S:32][C:30]3[CH:29]=[CH:28][CH:27]=[C:26]4[C:31]=3[N:22]=[CH:23][CH:24]=[CH:25]4)[CH:9]([CH2:10][CH2:11]2)[CH2:8]1, predict the reactants needed to synthesize it. The reactants are: Cl[CH2:2][CH2:3][N:4]1[CH:9]2[CH2:10][CH2:11][CH:5]1[CH2:6][CH:7]([C:12]1[CH:21]=[CH:20][C:19]3[C:14](=[CH:15][CH:16]=[CH:17][CH:18]=3)[CH:13]=1)[CH2:8]2.[N:22]1[C:31]2[C:26](=[CH:27][CH:28]=[CH:29][C:30]=2[SH:32])[CH:25]=[CH:24][CH:23]=1.